This data is from CYP1A2 inhibition data for predicting drug metabolism from PubChem BioAssay. The task is: Regression/Classification. Given a drug SMILES string, predict its absorption, distribution, metabolism, or excretion properties. Task type varies by dataset: regression for continuous measurements (e.g., permeability, clearance, half-life) or binary classification for categorical outcomes (e.g., BBB penetration, CYP inhibition). Dataset: cyp1a2_veith. The compound is O=C(OCC(=O)c1cccs1)c1cccc(C(=O)OCC(=O)c2cccs2)n1. The result is 1 (inhibitor).